This data is from Full USPTO retrosynthesis dataset with 1.9M reactions from patents (1976-2016). The task is: Predict the reactants needed to synthesize the given product. (1) Given the product [CH3:3][NH:4][C:5]([C:7]1[CH:8]=[CH:9][C:10]2[CH:14]=[C:13]([C:15]3[C:20]([CH3:21])=[CH:19][N:18]=[C:17]([NH:22][CH2:23][CH2:24][CH:25]4[CH2:26][CH2:27][N:28]([CH3:1])[CH2:29][CH2:30]4)[N:16]=3)[S:12][C:11]=2[CH:31]=1)=[O:6], predict the reactants needed to synthesize it. The reactants are: [CH2:1]=O.[CH3:3][NH:4][C:5]([C:7]1[CH:8]=[CH:9][C:10]2[CH:14]=[C:13]([C:15]3[C:20]([CH3:21])=[CH:19][N:18]=[C:17]([NH:22][CH2:23][CH2:24][CH:25]4[CH2:30][CH2:29][NH:28][CH2:27][CH2:26]4)[N:16]=3)[S:12][C:11]=2[CH:31]=1)=[O:6].[BH4-].[Na+]. (2) Given the product [Br:1][C:2]1[CH:7]=[CH:6][C:5]([C:8](=[O:10])[CH:9]=[CH:16][C:12]2[O:11][CH:15]=[CH:14][CH:13]=2)=[CH:4][CH:3]=1, predict the reactants needed to synthesize it. The reactants are: [Br:1][C:2]1[CH:7]=[CH:6][C:5]([C:8](=[O:10])[CH3:9])=[CH:4][CH:3]=1.[O:11]1[CH:15]=[CH:14][CH:13]=[C:12]1[CH:16]=O.CO[Na].Cl.